Dataset: Reaction yield outcomes from USPTO patents with 853,638 reactions. Task: Predict the reaction yield, written as a fraction of the theoretical maximum amount of product (1.0 means a 100% yield; for example, 0.34 means a 34% yield). (1) The reactants are Cl.[CH3:2][C:3]1[C:11]([C:12](=[S:14])[NH2:13])=[C:6]2[CH:7]=[CH:8][CH:9]=[CH:10][N:5]2[N:4]=1.Cl[CH:16]([C:22]([C:24]1[CH:29]=[CH:28][CH:27]=[CH:26][C:25]=1[N+:30]([O-:32])=[O:31])=O)[C:17]([O:19]CC)=[O:18].CC(O)C.C(=O)(O)[O-].[Na+]. The catalyst is C1COCC1.CCOC(C)=O. The product is [CH3:2][C:3]1[C:11]([C:12]2[S:14][C:16]([C:17]([OH:19])=[O:18])=[C:22]([C:24]3[CH:29]=[CH:28][CH:27]=[CH:26][C:25]=3[N+:30]([O-:32])=[O:31])[N:13]=2)=[C:6]2[CH:7]=[CH:8][CH:9]=[CH:10][N:5]2[N:4]=1. The yield is 0.310. (2) The reactants are Cl.[C:2]([C:6]1[NH:10][N:9]=[C:8]([CH2:11]Cl)[CH:7]=1)([CH3:5])([CH3:4])[CH3:3].[C-:13]#[N:14].[K+]. The catalyst is C(O)C. The product is [C:2]([C:6]1[NH:10][N:9]=[C:8]([CH2:11][C:13]#[N:14])[CH:7]=1)([CH3:5])([CH3:4])[CH3:3]. The yield is 0.850.